Dataset: Full USPTO retrosynthesis dataset with 1.9M reactions from patents (1976-2016). Task: Predict the reactants needed to synthesize the given product. (1) Given the product [OH:15][CH:7]([CH2:6][O:5][C:4]1[CH:16]=[CH:17][CH:18]=[CH:19][C:3]=1[O:2][CH3:1])[CH2:8][N:9]1[CH2:14][CH2:13][N:12]([CH2:28][CH:26]([OH:27])[CH2:25][O:24][C:23]2[CH:29]=[CH:30][CH:31]=[CH:32][C:22]=2[O:21][CH3:20])[CH2:11][CH2:10]1, predict the reactants needed to synthesize it. The reactants are: [CH3:1][O:2][C:3]1[CH:19]=[CH:18][CH:17]=[CH:16][C:4]=1[O:5][CH2:6][CH:7]([OH:15])[CH2:8][N:9]1[CH2:14][CH2:13][NH:12][CH2:11][CH2:10]1.[CH3:20][O:21][C:22]1[CH:32]=[CH:31][CH:30]=[CH:29][C:23]=1[O:24][CH2:25][CH:26]1[CH2:28][O:27]1. (2) Given the product [CH2:30]([C:28]1=[CH:29][N:25]([C:21]([CH3:24])([CH3:23])[CH3:22])[S:26]/[C:27]/1=[N:34]\[C:1]([C@:2]1([CH3:3])[CH2:12][CH2:11][C@H:7]([C:8]([O:10][CH2:35][CH3:36])=[O:9])[C:4]1([CH3:5])[CH3:6])=[O:14])[CH2:31][CH2:32][CH3:33], predict the reactants needed to synthesize it. The reactants are: [C:1]([OH:14])(=O)[C:2]1([CH2:12][CH2:11][CH:7]([C:8]([OH:10])=[O:9])[C:4]1([CH3:6])[CH3:5])[CH3:3].P(Cl)(Cl)(Cl)(Cl)Cl.[C:21]([N:25]1[CH:29]=[C:28]([CH2:30][CH2:31][CH2:32][CH3:33])[C:27](=[NH:34])[S:26]1)([CH3:24])([CH3:23])[CH3:22].[CH2:35](N(CC)CC)[CH3:36]. (3) Given the product [Cl:1][C:2]1[CH:3]=[CH:4][C:5]2[NH:11][C:10](=[N:12][NH:13][C:33](=[O:34])[CH:32]([CH3:36])[CH3:31])[C@@H:9]([CH2:14][C:15]([O:17][CH2:18][CH3:19])=[O:16])[O:8][C@H:7]([C:20]3[CH:25]=[CH:24][CH:23]=[C:22]([O:26][CH3:27])[C:21]=3[O:28][CH3:29])[C:6]=2[CH:30]=1, predict the reactants needed to synthesize it. The reactants are: [Cl:1][C:2]1[CH:3]=[CH:4][C:5]2[NH:11][C:10](=[N:12][NH2:13])[C@@H:9]([CH2:14][C:15]([O:17][CH2:18][CH3:19])=[O:16])[O:8][C@H:7]([C:20]3[CH:25]=[CH:24][CH:23]=[C:22]([O:26][CH3:27])[C:21]=3[O:28][CH3:29])[C:6]=2[CH:30]=1.[CH3:31][CH:32]([CH3:36])[C:33](Cl)=[O:34].C(=O)(O)[O-].[Na+]. (4) Given the product [O:1]=[C:2]1[CH:7]([CH2:8][C:9]2[N:10]=[CH:11][N:12]3[C:21]4[C:16](=[CH:17][C:18]([CH2:22][CH2:23][CH3:24])=[CH:19][CH:20]=4)[CH2:15][CH2:14][C:13]=23)[CH2:6][CH2:5][CH2:4][N:3]1[C:25]([O:27][C:28]([CH3:29])([CH3:31])[CH3:30])=[O:26], predict the reactants needed to synthesize it. The reactants are: [O:1]=[C:2]1[N:3]([C:25]([O:27][C:28]([CH3:31])([CH3:30])[CH3:29])=[O:26])[CH2:4][CH2:5][CH2:6]/[C:7]/1=[CH:8]\[C:9]1[N:10]=[CH:11][N:12]2[C:21]3[C:16](=[CH:17][C:18](/[CH:22]=[CH:23]/[CH3:24])=[CH:19][CH:20]=3)[CH2:15][CH2:14][C:13]=12. (5) Given the product [F:29][C:28]1[CH:27]=[CH:26][CH:25]=[C:24]([F:30])[C:23]=1[N:18]1[C:17]2[N:31]=[C:13]([NH:12][CH2:11][CH2:10][NH:6][CH3:5])[N:14]=[C:15]([C:32]3[CH:37]=[C:36]([CH:35]=[CH:34][C:33]=3[CH3:48])[C:38]([NH:40][C:41]3[CH:42]=[CH:43][C:44]([F:47])=[CH:45][CH:46]=3)=[O:39])[C:16]=2[CH2:21][NH:20][C:19]1=[O:22], predict the reactants needed to synthesize it. The reactants are: CC([CH2:5][N:6]([CH2:10][CH2:11][NH:12][C:13]1[N:14]=[C:15]([C:32]2[CH:37]=[C:36]([C:38]([NH:40][C:41]3[CH:46]=[CH:45][C:44]([F:47])=[CH:43][CH:42]=3)=[O:39])[CH:35]=[CH:34][C:33]=2[CH3:48])[C:16]2[CH2:21][NH:20][C:19](=[O:22])[N:18]([C:23]3[C:28]([F:29])=[CH:27][CH:26]=[CH:25][C:24]=3[F:30])[C:17]=2[N:31]=1)C(=O)[O-])(C)C.C(O)(C(F)(F)F)=O. (6) Given the product [C:16]([O:19][C@H:20]1[CH2:25][CH2:24][C@H:23]2[C@H:26]3[C@H:35]([CH2:36][CH2:37][C@:21]12[CH3:22])[C@@H:34]1[C:29]([CH2:30][C@@H:31]([O:38][Si:1]([C:4]([CH3:7])([CH3:6])[CH3:5])([CH3:3])[CH3:2])[CH2:32][CH2:33]1)=[CH:28][CH2:27]3)(=[O:18])[CH3:17], predict the reactants needed to synthesize it. The reactants are: [Si:1](Cl)([C:4]([CH3:7])([CH3:6])[CH3:5])([CH3:3])[CH3:2].C(N(CC)CC)C.[C:16]([O:19][C@H:20]1[CH2:25][CH2:24][C@H:23]2[C@H:26]3[C@H:35]([CH2:36][CH2:37][C@:21]12[CH3:22])[C@@H:34]1[C:29]([CH2:30][C@@H:31]([OH:38])[CH2:32][CH2:33]1)=[CH:28][CH2:27]3)(=[O:18])[CH3:17].O. (7) The reactants are: [OH:1][C:2]1[C:3](=[O:16])[NH:4][C:5](/[CH:8]=[CH:9]/[C:10]2[CH:15]=[CH:14][CH:13]=[CH:12][CH:11]=2)=[N:6][CH:7]=1.[H-].[Na+].Br[CH2:20][CH2:21]Br. Given the product [CH:8](/[C:5]1[N:6]=[CH:7][C:2]2[O:1][CH2:21][CH2:20][O:16][C:3]=2[N:4]=1)=[CH:9]\[C:10]1[CH:11]=[CH:12][CH:13]=[CH:14][CH:15]=1, predict the reactants needed to synthesize it. (8) Given the product [Cl:1][C:2]1[CH:21]=[CH:20][C:5]([O:6][C@H:7]2[CH2:10][C@H:9]([CH2:11][NH2:12])[CH2:8]2)=[CH:4][CH:3]=1, predict the reactants needed to synthesize it. The reactants are: [Cl:1][C:2]1[CH:21]=[CH:20][C:5]([O:6][C@H:7]2[CH2:10][C@H:9]([CH2:11][NH:12]C(=O)OC(C)(C)C)[CH2:8]2)=[CH:4][CH:3]=1.Cl.C(OCC)C.